This data is from Reaction yield outcomes from USPTO patents with 853,638 reactions. The task is: Predict the reaction yield, written as a fraction of the theoretical maximum amount of product (1.0 means a 100% yield; for example, 0.34 means a 34% yield). The reactants are [CH2:1]([Si:4]([CH2:18][CH:19]=[CH2:20])([CH2:15][CH:16]=[CH2:17])[CH2:5][CH2:6][CH2:7][C:8]1[CH:13]=[CH:12][C:11](Br)=[CH:10][CH:9]=1)[CH:2]=[CH2:3].C([Mg]Cl)(C)C.[Li]CCCC.CN(C)[CH:33]=[O:34].[Cl-].[NH4+]. The catalyst is C(OCC)C.C1COCC1. The product is [CH2:1]([Si:4]([CH2:18][CH:19]=[CH2:20])([CH2:15][CH:16]=[CH2:17])[CH2:5][CH2:6][CH2:7][C:8]1[CH:13]=[CH:12][C:11]([CH:33]=[O:34])=[CH:10][CH:9]=1)[CH:2]=[CH2:3]. The yield is 0.890.